This data is from Forward reaction prediction with 1.9M reactions from USPTO patents (1976-2016). The task is: Predict the product of the given reaction. Given the reactants [NH2:1][C:2]1[C:10]2[C:5](=[CH:6][CH:7]=[CH:8][C:9]=2[O:11][CH3:12])[N:4]([CH2:13][C:14]2[CH:15]=[C:16]([CH:20]=[CH:21][CH:22]=2)[C:17]([NH2:19])=[O:18])[N:3]=1.[Br:23][C:24]1[S:28][C:27]([S:29](Cl)(=[O:31])=[O:30])=[CH:26][CH:25]=1.CS(C)=O, predict the reaction product. The product is: [Br:23][C:24]1[S:28][C:27]([S:29]([NH:1][C:2]2[C:10]3[C:5](=[CH:6][CH:7]=[CH:8][C:9]=3[O:11][CH3:12])[N:4]([CH2:13][C:14]3[CH:15]=[C:16]([CH:20]=[CH:21][CH:22]=3)[C:17]([NH2:19])=[O:18])[N:3]=2)(=[O:31])=[O:30])=[CH:26][CH:25]=1.